Dataset: Forward reaction prediction with 1.9M reactions from USPTO patents (1976-2016). Task: Predict the product of the given reaction. (1) Given the reactants [C:1]([C:5]1[CH:24]=[CH:23][C:8]([CH2:9][NH:10][CH2:11][CH2:12][C:13]2[CH:18]=[CH:17][CH:16]=[C:15]([O:19][CH:20]([F:22])[F:21])[CH:14]=2)=[CH:7][CH:6]=1)([CH3:4])([CH3:3])[CH3:2].CN1CCOCC1.CN(C(ON1N=NC2C=CC=CC1=2)=[N+](C)C)C.F[P-](F)(F)(F)(F)F.[NH:56]1[C:60]2=[C:61]([C:65](O)=[O:66])[N:62]=[CH:63][CH:64]=[C:59]2[CH:58]=[CH:57]1, predict the reaction product. The product is: [C:1]([C:5]1[CH:24]=[CH:23][C:8]([CH2:9][N:10]([CH2:11][CH2:12][C:13]2[CH:18]=[CH:17][CH:16]=[C:15]([O:19][CH:20]([F:22])[F:21])[CH:14]=2)[C:65]([C:61]2[N:62]=[CH:63][CH:64]=[C:59]3[CH:58]=[CH:57][NH:56][C:60]=23)=[O:66])=[CH:7][CH:6]=1)([CH3:4])([CH3:2])[CH3:3]. (2) Given the reactants [OH:1][CH2:2][CH2:3][C:4]1[CH:5]=[C:6]([CH:9]=[CH:10][CH:11]=1)[C:7]#[N:8].[OH-].[Na+].Br[CH2:15][C:16]([O:18][C:19]([CH3:22])([CH3:21])[CH3:20])=[O:17], predict the reaction product. The product is: [C:7]([C:6]1[CH:5]=[C:4]([CH2:3][CH2:2][O:1][CH2:15][C:16]([O:18][C:19]([CH3:22])([CH3:21])[CH3:20])=[O:17])[CH:11]=[CH:10][CH:9]=1)#[N:8]. (3) Given the reactants [Br:1][C:2]1[CH:11]=[C:10]([OH:12])[C:9]([OH:13])=[CH:8][C:3]=1[C:4]([O:6][CH3:7])=[O:5].[O:14]1[CH2:16][C@@H:15]1[CH2:17]S(OCC1C=CC(C)=CC=1)(=O)=O.C(=O)([O-])[O-].[K+].[K+], predict the reaction product. The product is: [Br:1][C:2]1[C:3]([C:4]([O:6][CH3:7])=[O:5])=[CH:8][C:9]2[O:13][C@@H:15]([CH2:16][OH:14])[CH2:17][O:12][C:10]=2[CH:11]=1. (4) Given the reactants [CH3:1][O:2][CH2:3][CH2:4][N:5]([C:7]1[N:12]=[CH:11][N:10]=[C:9]([NH:13][C:14]2[CH:23]=[CH:22][C:17]([C:18]([O:20]C)=O)=[CH:16][CH:15]=2)[CH:8]=1)[CH3:6].[F:24][C:25]1[C:30]([C:31]([F:34])([F:33])[F:32])=[CH:29][CH:28]=[CH:27][C:26]=1[C:35]1[N:36]=[C:37]([NH2:40])[S:38][CH:39]=1, predict the reaction product. The product is: [CH3:1][O:2][CH2:3][CH2:4][N:5]([C:7]1[N:12]=[CH:11][N:10]=[C:9]([NH:13][C:14]2[CH:15]=[CH:16][C:17]([C:18]([NH:40][C:37]3[S:38][CH:39]=[C:35]([C:26]4[CH:27]=[CH:28][CH:29]=[C:30]([C:31]([F:34])([F:32])[F:33])[C:25]=4[F:24])[N:36]=3)=[O:20])=[CH:22][CH:23]=2)[CH:8]=1)[CH3:6]. (5) Given the reactants [O:1]=[C:2]1[NH:7][C:6](=[S:8])[N:5]([CH2:9][C:10]([OH:12])=[O:11])[C:4]2[CH2:13][CH2:14][CH2:15][C:3]1=2.[OH-].[Na+].C([O-])([O-])=O.[Na+].[Na+].[F:24][C:25]1[CH:32]=[CH:31][C:28]([CH2:29]Cl)=[CH:27][CH:26]=1.C(O)=O, predict the reaction product. The product is: [F:24][C:25]1[CH:32]=[CH:31][C:28]([CH2:29][S:8][C:6]2[N:5]([CH2:9][C:10]([OH:12])=[O:11])[C:4]3[CH2:13][CH2:14][CH2:15][C:3]=3[C:2](=[O:1])[N:7]=2)=[CH:27][CH:26]=1. (6) The product is: [Cl:1][C:2]1[CH:3]=[CH:4][C:5]([CH2:8][C:9]2[CH2:10][CH2:11][C:12]([CH3:17])([CH3:16])[C:13]=2[CH2:14][OH:15])=[CH:6][CH:7]=1. Given the reactants [Cl:1][C:2]1[CH:7]=[CH:6][C:5](/[CH:8]=[C:9]2\[CH2:10][CH2:11][C:12]([CH3:17])([CH3:16])[C:13]3\2[O:15][CH2:14]3)=[CH:4][CH:3]=1.Cl, predict the reaction product. (7) Given the reactants [CH3:1][S:2]([C:5]1[CH:10]=[CH:9][C:8]([C:11]2[CH:12]=[CH:13][C:14]([O:17][CH2:18][CH:19]3[CH2:24][CH2:23][NH:22][CH2:21][CH2:20]3)=[N:15][CH:16]=2)=[CH:7][CH:6]=1)(=[O:4])=[O:3].[CH:25]1([C:31](O)=[O:32])[CH2:30][CH2:29][CH2:28][CH2:27][CH2:26]1, predict the reaction product. The product is: [CH:25]1([C:31]([N:22]2[CH2:23][CH2:24][CH:19]([CH2:18][O:17][C:14]3[CH:13]=[CH:12][C:11]([C:8]4[CH:9]=[CH:10][C:5]([S:2]([CH3:1])(=[O:3])=[O:4])=[CH:6][CH:7]=4)=[CH:16][N:15]=3)[CH2:20][CH2:21]2)=[O:32])[CH2:30][CH2:29][CH2:28][CH2:27][CH2:26]1. (8) Given the reactants [BH4-].[Li+].Cl[Si](C)(C)C.[CH3:8][C:9]1[C:14](/[CH:15]=[CH:16]/[N+:17]([O-])=O)=[CH:13][CH:12]=[CH:11][C:10]=1[O:20][CH3:21].CO, predict the reaction product. The product is: [CH3:8][C:9]1[C:10]([O:20][CH3:21])=[CH:11][CH:12]=[CH:13][C:14]=1[CH2:15][CH2:16][NH2:17]. (9) Given the reactants [CH3:1][O:2][C:3]1[CH:4]=[C:5]([C:9]([CH3:14])([CH3:13])C(O)=O)[CH:6]=[CH:7][CH:8]=1.C1(C)C=CC=CC=1.C([N:24]([CH2:27]C)CC)C.C1C=CC([O:35]P(OC2C=CC=CC=2)(N=[N+]=[N-])=O)=CC=1.[CH2:48]([OH:55])[C:49]1[CH:54]=[CH:53][CH:52]=[CH:51][CH:50]=1, predict the reaction product. The product is: [CH2:48]([O:55][C:27](=[O:35])[NH:24][C:9]([C:5]1[CH:6]=[CH:7][CH:8]=[C:3]([O:2][CH3:1])[CH:4]=1)([CH3:13])[CH3:14])[C:49]1[CH:54]=[CH:53][CH:52]=[CH:51][CH:50]=1. (10) Given the reactants [Br:1][C:2]1[CH:6]=[C:5](I)[S:4][C:3]=1[C:8]([O:10][CH3:11])=[O:9].[CH3:12]CN(CC)CC.[CH2:19]1[CH2:23]O[CH2:21][CH2:20]1, predict the reaction product. The product is: [Br:1][C:2]1[CH:6]=[C:5]([C:21]#[C:20][CH:19]([CH3:23])[CH3:12])[S:4][C:3]=1[C:8]([O:10][CH3:11])=[O:9].